From a dataset of Full USPTO retrosynthesis dataset with 1.9M reactions from patents (1976-2016). Predict the reactants needed to synthesize the given product. (1) Given the product [Cl:1][C:2]1[CH:9]=[C:8]([O:10][CH2:4][C:3]2[CH:6]=[CH:7][C:8]([O:15][CH3:12])=[CH:9][CH:2]=2)[CH:7]=[C:6]([Cl:11])[C:3]=1[CH:4]=[O:5], predict the reactants needed to synthesize it. The reactants are: [Cl:1][C:2]1[CH:9]=[C:8]([OH:10])[CH:7]=[C:6]([Cl:11])[C:3]=1[CH:4]=[O:5].[C:12]([O-:15])([O-])=O.[K+].[K+]. (2) Given the product [CH2:17]([O:16][C:5]1[C:6]2[B:7]([OH:15])[O:8][CH:9]([CH2:11][N+:12]([O-:14])=[O:13])[C:10]=2[C:2]([CH3:19])=[CH:3][CH:4]=1)[CH3:18], predict the reactants needed to synthesize it. The reactants are: Br[C:2]1[C:10]2[CH:9]([CH2:11][N+:12]([O-:14])=[O:13])[O:8][B:7]([OH:15])[C:6]=2[C:5]([O:16][CH2:17][CH3:18])=[CH:4][CH:3]=1.[CH3:19][Sn](C)(C)C. (3) Given the product [CH2:1]([N:8]([C:9]1[CH:14]=[C:13]([N:15]2[CH2:20][CH2:19][N:18]([C:21]([C:22]3[CH:27]=[CH:26][CH:25]=[CH:24][CH:23]=3)=[O:28])[CH2:17][CH2:16]2)[CH:12]=[CH:11][C:10]=1[NH2:29])[C:32]1[CH:33]=[CH:34][CH:35]=[CH:36][CH:37]=1)[C:2]1[CH:7]=[CH:6][CH:5]=[CH:4][CH:3]=1, predict the reactants needed to synthesize it. The reactants are: [CH2:1]([N:8]([C:32]1[CH:37]=[CH:36][CH:35]=[CH:34][CH:33]=1)[C:9]1[CH:14]=[C:13]([N:15]2[CH2:20][CH2:19][N:18]([C:21](=[O:28])[C:22]3[CH:27]=[CH:26][CH:25]=[CH:24][CH:23]=3)[CH2:17][CH2:16]2)[CH:12]=[CH:11][C:10]=1[N+:29]([O-])=O)[C:2]1[CH:7]=[CH:6][CH:5]=[CH:4][CH:3]=1.[BH4-].[Na+]. (4) Given the product [C:29]([C:17]1[C:18]([C:20]2[C:28]3[C:23](=[CH:24][CH:25]=[CH:26][CH:27]=3)[NH:22][CH:21]=2)=[N:19][C:14]([NH:13][C@@H:10]2[CH2:11][CH2:12][N:8]([C:6]([C:5]3[CH:4]=[CH:3][C:2]([NH:1][C:46](=[O:47])/[CH:45]=[CH:44]/[CH2:43][N:49]4[CH:53]=[CH:52][N:51]=[CH:50]4)=[CH:32][CH:31]=3)=[O:7])[CH2:9]2)=[N:15][CH:16]=1)#[N:30], predict the reactants needed to synthesize it. The reactants are: [NH2:1][C:2]1[CH:32]=[CH:31][C:5]([C:6]([N:8]2[CH2:12][CH2:11][C@@H:10]([NH:13][C:14]3[N:19]=[C:18]([C:20]4[C:28]5[C:23](=[CH:24][CH:25]=[CH:26][CH:27]=5)[NH:22][CH:21]=4)[C:17]([C:29]#[N:30])=[CH:16][N:15]=3)[CH2:9]2)=[O:7])=[CH:4][CH:3]=1.CCN(C(C)C)C(C)C.Br[CH2:43]/[CH:44]=[CH:45]/[C:46](Cl)=[O:47].[NH:49]1[CH:53]=[CH:52][N:51]=[CH:50]1. (5) Given the product [NH2:1][C:2]1[C:3]([Cl:19])=[C:4]([OH:18])[C:5]([CH3:17])=[CH:6][C:7]=1[NH:8][C:9]1[CH:14]=[CH:13][C:12]([NH2:15])=[CH:11][C:10]=1[CH3:16].[NH2:20][C:21]1[C:22]([Cl:38])=[C:23]([OH:37])[C:24]([CH3:36])=[CH:25][C:26]=1[NH:27][C:28]1[CH:33]=[CH:32][C:31]([NH2:34])=[C:30]([CH3:35])[CH:29]=1, predict the reactants needed to synthesize it. The reactants are: [NH2:1][C:2]1[C:7](=[N:8][C:9]2[CH:14]=[CH:13][C:12]([NH2:15])=[CH:11][C:10]=2[CH3:16])[CH:6]=[C:5]([CH3:17])[C:4](=[O:18])[C:3]=1[Cl:19].[NH2:20][C:21]1[C:26](=[N:27][C:28]2[CH:33]=[CH:32][C:31]([NH2:34])=[C:30]([CH3:35])[CH:29]=2)[CH:25]=[C:24]([CH3:36])[C:23](=[O:37])[C:22]=1[Cl:38].S(S([O-])=O)([O-])=O.[Na+].[Na+]. (6) Given the product [ClH:1].[Cl:28][C:24]1[CH:25]=[N:26][CH:27]=[C:2]([Cl:1])[C:3]=1[C:4]([NH:6][C:7]1[CH:8]=[N:9][C:10]([N:13]2[C:17]([CH:18]3[CH2:19][CH2:20]3)=[CH:16][C:15]([CH:21]3[CH2:22][CH2:23]3)=[N:14]2)=[CH:11][CH:12]=1)=[O:5], predict the reactants needed to synthesize it. The reactants are: [Cl:1][C:2]1[CH:27]=[N:26][CH:25]=[C:24]([Cl:28])[C:3]=1[C:4]([NH:6][C:7]1[CH:8]=[N:9][C:10]([N:13]2[C:17]([CH:18]3[CH2:20][CH2:19]3)=[CH:16][C:15]([CH:21]3[CH2:23][CH2:22]3)=[N:14]2)=[CH:11][CH:12]=1)=[O:5].ClC1C=NC=C(Cl)C=1C(Cl)=O.Cl. (7) Given the product [C:1]([NH:14][CH2:15][C@@H:16]1[O:20][C:19](=[O:21])[N:18]([C:22]2[CH:27]=[CH:26][C:25]([S:28]([CH3:30])=[O:29])=[C:24]([F:31])[CH:23]=2)[CH2:17]1)(=[O:3])[CH3:2], predict the reactants needed to synthesize it. The reactants are: [C:1](OC(=O)C)(=[O:3])[CH3:2].N1C=CC=CC=1.[NH2:14][CH2:15][C@@H:16]1[O:20][C:19](=[O:21])[N:18]([C:22]2[CH:27]=[CH:26][C:25]([S:28]([CH3:30])=[O:29])=[C:24]([F:31])[CH:23]=2)[CH2:17]1. (8) The reactants are: [CH2:1]([O:3][C:4]1[CH:9]=[CH:8][CH:7]=[C:6]([F:10])[C:5]=1[O:11][CH2:12][CH3:13])[CH3:2].O[CH2:15][N:16]1[C:20](=[O:21])[C:19]2=[CH:22][CH:23]=[CH:24][CH:25]=[C:18]2[C:17]1=[O:26].S(=O)(=O)(O)O.O. Given the product [CH2:12]([O:11][C:5]1[C:6]([F:10])=[C:7]([CH:8]=[CH:9][C:4]=1[O:3][CH2:1][CH3:2])[CH2:15][N:16]1[C:20](=[O:21])[C:19]2[C:18](=[CH:25][CH:24]=[CH:23][CH:22]=2)[C:17]1=[O:26])[CH3:13], predict the reactants needed to synthesize it. (9) Given the product [CH3:56][N:57]([CH3:62])[CH2:58][C:59]([O:19][CH2:18][CH2:17][O:16][C:13]1[CH:12]=[CH:11][C:10]([C:6]2[C:7]([C:8]#[N:9])=[C:2]([NH:1][C:40](=[O:42])[CH2:39][N:38]([CH3:43])[CH3:37])[N:3]=[C:4]([S:22][CH2:23][C:24]3[N:25]=[C:26]([C:29]4[CH:30]=[CH:31][C:32]([Cl:35])=[CH:33][CH:34]=4)[S:27][CH:28]=3)[C:5]=2[C:20]#[N:21])=[CH:15][CH:14]=1)=[O:60], predict the reactants needed to synthesize it. The reactants are: [NH2:1][C:2]1[C:7]([C:8]#[N:9])=[C:6]([C:10]2[CH:15]=[CH:14][C:13]([O:16][CH2:17][CH2:18][OH:19])=[CH:12][CH:11]=2)[C:5]([C:20]#[N:21])=[C:4]([S:22][CH2:23][C:24]2[N:25]=[C:26]([C:29]3[CH:34]=[CH:33][C:32]([Cl:35])=[CH:31][CH:30]=3)[S:27][CH:28]=2)[N:3]=1.Cl.[CH3:37][N:38]([CH3:43])[CH2:39][C:40]([OH:42])=O.Cl.CN(C)CCCN=C=NCC.[CH3:56][N:57]([CH3:62])[CH2:58][C:59](O)=[O:60].C(=O)(O)[O-].[Na+]. (10) Given the product [CH3:2][O:3][C:4]1[CH:5]=[C:6]2[C:15](=[CH:16][CH:17]=1)[C:10]1[N:11]=[C:12]([NH:14][S:27]([C:24]3[CH:25]=[CH:26][C:21]([CH2:18][CH2:19][CH3:20])=[CH:22][CH:23]=3)(=[O:29])=[O:28])[S:13][C:9]=1[CH2:8][CH2:7]2, predict the reactants needed to synthesize it. The reactants are: Br.[CH3:2][O:3][C:4]1[CH:5]=[C:6]2[C:15](=[CH:16][CH:17]=1)[C:10]1[N:11]=[C:12]([NH2:14])[S:13][C:9]=1[CH2:8][CH2:7]2.[CH2:18]([C:21]1[CH:26]=[CH:25][C:24]([S:27](Cl)(=[O:29])=[O:28])=[CH:23][CH:22]=1)[CH2:19][CH3:20].